From a dataset of Forward reaction prediction with 1.9M reactions from USPTO patents (1976-2016). Predict the product of the given reaction. Given the reactants C(N(CC)CC)C.Cl.[CH3:9][O:10][C:11](=[O:14])[CH2:12][NH2:13].[CH:15]1[C:24]2[C:19](=[CH:20][CH:21]=[CH:22][CH:23]=2)[CH:18]=[CH:17][C:16]=1[C:25](Cl)=[O:26].O, predict the reaction product. The product is: [CH3:9][O:10][C:11](=[O:14])[CH2:12][NH:13][C:25]([C:16]1[CH:17]=[CH:18][C:19]2[C:24](=[CH:23][CH:22]=[CH:21][CH:20]=2)[CH:15]=1)=[O:26].